This data is from Peptide-MHC class II binding affinity with 134,281 pairs from IEDB. The task is: Regression. Given a peptide amino acid sequence and an MHC pseudo amino acid sequence, predict their binding affinity value. This is MHC class II binding data. (1) The peptide sequence is AAAHAGTTVYGAFAA. The MHC is HLA-DQA10501-DQB10301 with pseudo-sequence HLA-DQA10501-DQB10301. The binding affinity (normalized) is 0.710. (2) The peptide sequence is PVQEFTVPRTKYTAT. The MHC is HLA-DPA10103-DPB10401 with pseudo-sequence HLA-DPA10103-DPB10401. The binding affinity (normalized) is 0.143. (3) The MHC is DRB4_0101 with pseudo-sequence DRB4_0103. The binding affinity (normalized) is 0.540. The peptide sequence is MIMIKFMGVIYIMII. (4) The peptide sequence is FLGCLVKEIPPRLLY. The MHC is HLA-DPA10301-DPB10402 with pseudo-sequence HLA-DPA10301-DPB10402. The binding affinity (normalized) is 0.405. (5) The peptide sequence is YEGLSYRSLQPEEFA. The MHC is DRB3_0202 with pseudo-sequence DRB3_0202. The binding affinity (normalized) is 0.111.